Dataset: NCI-60 drug combinations with 297,098 pairs across 59 cell lines. Task: Regression. Given two drug SMILES strings and cell line genomic features, predict the synergy score measuring deviation from expected non-interaction effect. (1) Drug 1: C1CC(=O)NC(=O)C1N2CC3=C(C2=O)C=CC=C3N. Drug 2: CCCS(=O)(=O)NC1=C(C(=C(C=C1)F)C(=O)C2=CNC3=C2C=C(C=N3)C4=CC=C(C=C4)Cl)F. Cell line: HS 578T. Synergy scores: CSS=-5.52, Synergy_ZIP=9.18, Synergy_Bliss=5.08, Synergy_Loewe=-1.44, Synergy_HSA=-1.47. (2) Drug 1: CN1C(=O)N2C=NC(=C2N=N1)C(=O)N. Drug 2: C1CC(=O)NC(=O)C1N2C(=O)C3=CC=CC=C3C2=O. Cell line: PC-3. Synergy scores: CSS=-2.21, Synergy_ZIP=-0.709, Synergy_Bliss=-4.23, Synergy_Loewe=-2.37, Synergy_HSA=-4.24. (3) Drug 2: CC(C)CN1C=NC2=C1C3=CC=CC=C3N=C2N. Synergy scores: CSS=53.8, Synergy_ZIP=19.9, Synergy_Bliss=19.6, Synergy_Loewe=-3.62, Synergy_HSA=18.9. Cell line: RXF 393. Drug 1: CC1=C2C(C(=O)C3(C(CC4C(C3C(C(C2(C)C)(CC1OC(=O)C(C(C5=CC=CC=C5)NC(=O)OC(C)(C)C)O)O)OC(=O)C6=CC=CC=C6)(CO4)OC(=O)C)OC)C)OC. (4) Cell line: A549. Drug 2: CC1=C2C(C(=O)C3(C(CC4C(C3C(C(C2(C)C)(CC1OC(=O)C(C(C5=CC=CC=C5)NC(=O)OC(C)(C)C)O)O)OC(=O)C6=CC=CC=C6)(CO4)OC(=O)C)OC)C)OC. Synergy scores: CSS=70.0, Synergy_ZIP=15.3, Synergy_Bliss=15.3, Synergy_Loewe=6.66, Synergy_HSA=18.4. Drug 1: CN1CCC(CC1)COC2=C(C=C3C(=C2)N=CN=C3NC4=C(C=C(C=C4)Br)F)OC. (5) Drug 1: CCCS(=O)(=O)NC1=C(C(=C(C=C1)F)C(=O)C2=CNC3=C2C=C(C=N3)C4=CC=C(C=C4)Cl)F. Drug 2: CN(C)C1=NC(=NC(=N1)N(C)C)N(C)C. Cell line: UO-31. Synergy scores: CSS=5.00, Synergy_ZIP=-1.23, Synergy_Bliss=-0.164, Synergy_Loewe=-7.27, Synergy_HSA=-1.91. (6) Drug 1: CC1=C2C(C(=O)C3(C(CC4C(C3C(C(C2(C)C)(CC1OC(=O)C(C(C5=CC=CC=C5)NC(=O)C6=CC=CC=C6)O)O)OC(=O)C7=CC=CC=C7)(CO4)OC(=O)C)O)C)OC(=O)C. Drug 2: C1=CC=C(C(=C1)C(C2=CC=C(C=C2)Cl)C(Cl)Cl)Cl. Cell line: MDA-MB-435. Synergy scores: CSS=1.16, Synergy_ZIP=1.63, Synergy_Bliss=1.77, Synergy_Loewe=-0.905, Synergy_HSA=-1.02. (7) Cell line: RXF 393. Drug 2: CC1CCCC2(C(O2)CC(NC(=O)CC(C(C(=O)C(C1O)C)(C)C)O)C(=CC3=CSC(=N3)C)C)C. Drug 1: C1=CC(=CC=C1C#N)C(C2=CC=C(C=C2)C#N)N3C=NC=N3. Synergy scores: CSS=31.9, Synergy_ZIP=3.01, Synergy_Bliss=2.42, Synergy_Loewe=-13.9, Synergy_HSA=0.594. (8) Drug 1: CC1OCC2C(O1)C(C(C(O2)OC3C4COC(=O)C4C(C5=CC6=C(C=C35)OCO6)C7=CC(=C(C(=C7)OC)O)OC)O)O. Drug 2: CC1CCC2CC(C(=CC=CC=CC(CC(C(=O)C(C(C(=CC(C(=O)CC(OC(=O)C3CCCCN3C(=O)C(=O)C1(O2)O)C(C)CC4CCC(C(C4)OC)OCCO)C)C)O)OC)C)C)C)OC. Cell line: HOP-62. Synergy scores: CSS=36.7, Synergy_ZIP=-6.05, Synergy_Bliss=-5.91, Synergy_Loewe=-3.47, Synergy_HSA=-1.95.